Dataset: Reaction yield outcomes from USPTO patents with 853,638 reactions. Task: Predict the reaction yield, written as a fraction of the theoretical maximum amount of product (1.0 means a 100% yield; for example, 0.34 means a 34% yield). The reactants are F[P-](F)(F)(F)(F)F.N1(OC(N(C)C)=[N+](C)C)C2N=CC=CC=2N=N1.C(OC([NH:32][CH2:33][C:34]1([C:49]([OH:51])=O)[CH2:39][CH2:38][N:37]([C:40]2[C:41]3[CH:48]=[CH:47][NH:46][C:42]=3[N:43]=[CH:44][N:45]=2)[CH2:36][CH2:35]1)=O)(C)(C)C.C(N(CC)C(C)C)(C)C.[NH2:61][CH:62]([C:66]1[CH:71]=[CH:70][C:69]([Cl:72])=[CH:68][CH:67]=1)[CH2:63][CH2:64][OH:65].Cl. The catalyst is CN1C(=O)CCC1.O1CCOCC1. The product is [NH2:32][CH2:33][C:34]1([C:49]([NH:61][CH:62]([C:66]2[CH:67]=[CH:68][C:69]([Cl:72])=[CH:70][CH:71]=2)[CH2:63][CH2:64][OH:65])=[O:51])[CH2:39][CH2:38][N:37]([C:40]2[C:41]3[CH:48]=[CH:47][NH:46][C:42]=3[N:43]=[CH:44][N:45]=2)[CH2:36][CH2:35]1. The yield is 0.810.